Dataset: Reaction yield outcomes from USPTO patents with 853,638 reactions. Task: Predict the reaction yield, written as a fraction of the theoretical maximum amount of product (1.0 means a 100% yield; for example, 0.34 means a 34% yield). (1) The reactants are [C:1]([C:3]1[CH:4]=[C:5]([CH:10]=[CH:11][C:12]=1[CH3:13])[C:6]([O:8][CH3:9])=[O:7])#[N:2].P(OCC)(OCC)([S-])=[S:15]. The catalyst is C1COCC1.O. The product is [C:1]([C:3]1[CH:4]=[C:5]([CH:10]=[CH:11][C:12]=1[CH3:13])[C:6]([O:8][CH3:9])=[O:7])(=[S:15])[NH2:2]. The yield is 0.790. (2) The product is [CH3:20][N:2]([CH3:1])[CH2:3][CH2:4][CH2:5][O:6][C:7]1[CH:12]=[CH:11][C:10]([NH:13][C:29]([NH:28][C:25]2[CH:26]=[CH:27][C:22]([CH3:21])=[CH:23][CH:24]=2)=[O:30])=[CH:9][C:8]=1[C:14]1[N:15]([CH3:19])[N:16]=[CH:17][CH:18]=1. The yield is 0.910. The catalyst is C(Cl)Cl. The reactants are [CH3:1][N:2]([CH3:20])[CH2:3][CH2:4][CH2:5][O:6][C:7]1[CH:12]=[CH:11][C:10]([NH2:13])=[CH:9][C:8]=1[C:14]1[N:15]([CH3:19])[N:16]=[CH:17][CH:18]=1.[CH3:21][C:22]1[CH:27]=[CH:26][C:25]([N:28]=[C:29]=[O:30])=[CH:24][CH:23]=1. (3) The reactants are [CH3:1][O:2][C:3]1[CH:4]=[C:5]2[C:10](=[CH:11][CH:12]=1)[CH:9]=[C:8]([C:13](=O)[CH2:14][CH2:15][CH2:16][CH2:17][CH2:18][CH3:19])[CH:7]=[CH:6]2.Cl.[CH2:22]([N:29]([C:31]1[CH:36]=[CH:35][CH:34]=[CH:33][CH:32]=1)N)[C:23]1[CH:28]=[CH:27][CH:26]=[CH:25][CH:24]=1. The catalyst is C(O)C.Cl. The product is [CH2:22]([N:29]1[C:31]2[C:36](=[CH:35][CH:34]=[CH:33][CH:32]=2)[C:14]([CH2:15][CH2:16][CH2:17][CH2:18][CH3:19])=[C:13]1[C:8]1[CH:7]=[CH:6][C:5]2[C:10](=[CH:11][CH:12]=[C:3]([O:2][CH3:1])[CH:4]=2)[CH:9]=1)[C:23]1[CH:28]=[CH:27][CH:26]=[CH:25][CH:24]=1. The yield is 0.780. (4) The reactants are [NH2:1][C:2]1[N:7]=[CH:6][N:5]=[C:4]2[N:8]([CH:12]([C:14]3[CH:19]=[N:18][N:17]([C:20]4[CH:25]=[CH:24][CH:23]=[CH:22][CH:21]=4)[C:16](=[O:26])[C:15]=3[C:27]3[CH:32]=[CH:31][CH:30]=[CH:29][CH:28]=3)[CH3:13])[N:9]=[C:10](I)[C:3]=12.[F:33][C:34]1[CH:35]=[C:36](B(O)O)[CH:37]=[C:38]([OH:40])[CH:39]=1. The product is [NH2:1][C:2]1[N:7]=[CH:6][N:5]=[C:4]2[N:8]([CH:12]([C:14]3[CH:19]=[N:18][N:17]([C:20]4[CH:25]=[CH:24][CH:23]=[CH:22][CH:21]=4)[C:16](=[O:26])[C:15]=3[C:27]3[CH:32]=[CH:31][CH:30]=[CH:29][CH:28]=3)[CH3:13])[N:9]=[C:10]([C:36]3[CH:37]=[C:38]([OH:40])[CH:39]=[C:34]([F:33])[CH:35]=3)[C:3]=12. The yield is 0.490. The catalyst is C1C=CC([P]([Pd]([P](C2C=CC=CC=2)(C2C=CC=CC=2)C2C=CC=CC=2)([P](C2C=CC=CC=2)(C2C=CC=CC=2)C2C=CC=CC=2)[P](C2C=CC=CC=2)(C2C=CC=CC=2)C2C=CC=CC=2)(C2C=CC=CC=2)C2C=CC=CC=2)=CC=1. (5) The reactants are I[C:2]1[CH:9]=[CH:8][C:5]([C:6]#[N:7])=[CH:4][CH:3]=1.[F:10][C:11]([F:19])([F:18])[C:12]([F:17])([F:16])C([O-])=O.[Na+].CN(C=O)C. The catalyst is [Cu]I.C1(C)C=CC=CC=1. The product is [F:16][C:12]([F:17])([C:2]1[CH:9]=[CH:8][C:5]([C:6]#[N:7])=[CH:4][CH:3]=1)[C:11]([F:19])([F:18])[F:10]. The yield is 0.520. (6) The reactants are C([O:3][C:4](=[O:21])/[CH:5]=[CH:6]/[C:7]1[CH:12]=[C:11]([O:13][CH3:14])[C:10]([Cl:15])=[CH:9][C:8]=1[NH:16][S:17]([CH3:20])(=[O:19])=[O:18])C. The catalyst is [OH-].[Na+].CCO. The product is [Cl:15][C:10]1[C:11]([O:13][CH3:14])=[CH:12][C:7](/[CH:6]=[CH:5]/[C:4]([OH:21])=[O:3])=[C:8]([NH:16][S:17]([CH3:20])(=[O:18])=[O:19])[CH:9]=1. The yield is 0.390.